From a dataset of Forward reaction prediction with 1.9M reactions from USPTO patents (1976-2016). Predict the product of the given reaction. (1) Given the reactants [F:1][C:2]1[C:3]([CH3:25])=[C:4]([C:8]2([C:21]([O:23][CH3:24])=[O:22])[CH2:12][CH2:11][C:10](OS(C(F)(F)F)(=O)=O)=[CH:9]2)[CH:5]=[CH:6][CH:7]=1.[CH3:26][C:27]1[CH:32]=[CH:31][CH:30]=[CH:29][C:28]=1B(O)O, predict the reaction product. The product is: [F:1][C:2]1[C:3]([CH3:25])=[C:4]([C:8]2([C:21]([O:23][CH3:24])=[O:22])[CH2:12][CH2:11][C:10]([C:28]3[CH:29]=[CH:30][CH:31]=[CH:32][C:27]=3[CH3:26])=[CH:9]2)[CH:5]=[CH:6][CH:7]=1. (2) Given the reactants [Cl-].O[NH3+:3].[C:4](=[O:7])([O-])[OH:5].[Na+].CS(C)=O.[CH2:13]([C:17]1[N:18]=[C:19]([CH3:40])[N:20]([CH3:39])[C:21](=[O:38])[C:22]=1[CH2:23][C:24]1[CH:29]=[CH:28][C:27]([C:30]2[C:31]([C:36]#[N:37])=[CH:32][CH:33]=[CH:34][CH:35]=2)=[CH:26][CH:25]=1)[CH2:14][CH2:15][CH3:16], predict the reaction product. The product is: [CH2:13]([C:17]1[N:18]=[C:19]([CH3:40])[N:20]([CH3:39])[C:21](=[O:38])[C:22]=1[CH2:23][C:24]1[CH:29]=[CH:28][C:27]([C:30]2[CH:35]=[CH:34][CH:33]=[CH:32][C:31]=2[C:36]2[NH:3][C:4](=[O:7])[O:5][N:37]=2)=[CH:26][CH:25]=1)[CH2:14][CH2:15][CH3:16]. (3) Given the reactants [CH3:1][C:2]1[N:7]=[C:6]2[S:8][C:9]3[CH2:14][CH2:13][CH2:12][CH2:11][C:10]=3[C:5]2=[C:4]([C:15]2[CH:20]=[CH:19][C:18](OC(F)(F)F)=[CH:17][CH:16]=2)[C:3]=1[CH2:26][C:27]([O:29][CH3:30])=[O:28].[Li+].C[Si]([N-][Si](C)(C)C)(C)C.[CH2:41]1[CH2:45]OC[CH2:42]1.I[CH2:47][CH2:48][CH3:49], predict the reaction product. The product is: [CH3:1][C:2]1[N:7]=[C:6]2[S:8][C:9]3[CH2:14][CH2:13][CH2:12][CH2:11][C:10]=3[C:5]2=[C:4]([C:15]2[C:20]3[C:2](=[CH:16][CH:17]=[CH:18][CH:19]=3)[N:7]([CH2:47][CH2:48][CH3:49])[C:6]=2[CH3:5])[C:3]=1[CH:26]([CH2:42][CH2:41][CH3:45])[C:27]([O:29][CH3:30])=[O:28]. (4) Given the reactants [Cl-:1].[Cl-].[CH:3]1([Zr+2:12][CH:13]2[C:21]3[CH:16]([CH2:17][CH:18]=[CH:19][CH:20]=3)[CH2:15][CH2:14]2)[C:11]2[CH:6]([CH2:7][CH:8]=[CH:9][CH:10]=2)[CH2:5][CH2:4]1.[Cl-].[Zr+4].[Cl-].[Cl-].[Cl-].C1([Li])C2C(=CC=CC=2)C=C1, predict the reaction product. The product is: [Cl-:1].[Cl-:1].[CH:13]1([Zr+2:12][CH:3]2[C:11]3[C:6](=[CH:7][CH:8]=[CH:9][CH:10]=3)[CH:5]=[CH:4]2)[C:21]2[CH:16]([CH2:17][CH:18]=[CH:19][CH:20]=2)[CH2:15][CH2:14]1.